From a dataset of Full USPTO retrosynthesis dataset with 1.9M reactions from patents (1976-2016). Predict the reactants needed to synthesize the given product. The reactants are: CI.[OH:3][C:4]1[CH:5]=[C:6]([CH:10]=[CH:11][C:12]=1[N+:13]([O-:15])=[O:14])[C:7](O)=[O:8].[C:16](=O)([O-])[O-].[K+].[K+].CN([CH:25]=[O:26])C. Given the product [CH3:16][O:3][C:4]1[CH:5]=[C:6]([CH:10]=[CH:11][C:12]=1[N+:13]([O-:15])=[O:14])[C:7]([O:26][CH3:25])=[O:8], predict the reactants needed to synthesize it.